This data is from Experimentally validated miRNA-target interactions with 360,000+ pairs, plus equal number of negative samples. The task is: Binary Classification. Given a miRNA mature sequence and a target amino acid sequence, predict their likelihood of interaction. (1) The miRNA is hsa-miR-4649-5p with sequence UGGGCGAGGGGUGGGCUCUCAGAG. The protein sequence of the target gene is MTCLFPRALGSLALLMVVLLVQGELHVKPGGQHREDGTALQLAKRRYKREWVKFAKPCREREDNSRRNPIAKITSDFQKNQKITYRISGVGIDQPPFGIFVVDPNNGDINITAIVDREETPSFLITCRALNALGQDVERPLILTVKILDVNDNPPIFSQTIFKGEIEENSASNSLVMILNATDADEPNHMNSKIAFKIVSQEPAGMSMFLISRNTGEVRTLTSSLDREQISSYHLVVSGADNDGTGLSTQCECSIKIKDVNDNFPVLRESQYSARIEENTLNAELLRFQVTDWDEEYTDN.... Result: 0 (no interaction). (2) The protein sequence of the target gene is MAPGEKIKAKIKKNLPVRGPQAPTIKDLMHWYCLNTNTHGCRRIVVSRGRLRRLLWIAFTLTAVALIIWQCALLVFSFYTVSVSIKVHFQKLDFPAVTICNINPYKYSAVSDLLTDLDSETKQALLSLYGVKDVLDSTPRKRREAGSMRSTWEGTPPRFLNLIPLLVFNENEKGKARDFFTGRKRKISGKIIHKASNVMHVHESKKLVGFQLCSNDTSDCATYTFSSGINAIQEWYKLHYMNIMAQVPLEKKINMSYSAEELLVTCFFDGMSCDARNFTLFHHPMYGNCYTFNNRENATI.... Result: 0 (no interaction). The miRNA is cel-miR-66-5p with sequence CAUGACACUGAUUAGGGAUGUGA. (3) The miRNA is mmu-miR-376b-3p with sequence AUCAUAGAGGAACAUCCACUU. The protein sequence of the target gene is MSTTLLSAFYDVDFLCKTEKSLANLNLNNMLDKKAVGTPVAAAPSSGFAPGFLRRHSASNLHALAHPAPSPGSCSPKFPGAANGSSCGSAAAGGPTSYGTLKEPSGGGGTALLNKENKFRDRSFSENGDRSQHLLHLQQQQKGGGGSQINSTRYKTELCRPFEESGTCKYGEKCQFAHGFHELRSLTRHPKYKTELCRTFHTIGFCPYGPRCHFIHNADERRPAPSGGASGDLRAFGTRDALHLGFPREPRPKLHHSLSFSGFPSGHHQPPGGLESPLLLDSPTSRTPPPPSCSSASSCS.... Result: 0 (no interaction). (4) The miRNA is hsa-miR-4418 with sequence CACUGCAGGACUCAGCAG. The protein sequence of the target gene is MGGGERYNIPAPQSRNVSKNQQQLNRQKTKEQNSQMKIVHKKKERGHGYNSSAAAWQAMQNGGKNKNFPNNQSWNSSLSGPRLLFKSQANQNYAGAKFSEPPSPSVLPKPPSHWVPVSFNPSDKEIMTFQLKTLLKVQV. Result: 1 (interaction). (5) Result: 0 (no interaction). The miRNA is hsa-miR-484 with sequence UCAGGCUCAGUCCCCUCCCGAU. The protein sequence of the target gene is MDEPWWEGRVASDVHCTLREKELKLPTFRAHSPLLKSRRFFVDILTLLSRHCHLCPSARHLAIYLLDHFMDQYNITTSKQLYTVAVSCLLLASKFEDREDRVPKLEQINNTRILSSQNFSLTKKELLTTELLLLEAFSWDLCLPTPAHFLDYYLLASISQKDHHCHAWPTTCLRKTKECLKEYAHYFLEVTLQDHIFYKFQPSVVAAACVGASRICLQLSPYWTRDLQRVSSYSLEHLSTCIEILLVAYDNVLKDAVAVKSQTLAMVPGSSSAPAQVLFQPPTYPTLSQPPPTTLAQFQS....